Dataset: Peptide-MHC class II binding affinity with 134,281 pairs from IEDB. Task: Regression. Given a peptide amino acid sequence and an MHC pseudo amino acid sequence, predict their binding affinity value. This is MHC class II binding data. (1) The peptide sequence is NVTSIHSLLDEGKQS. The MHC is DRB1_1201 with pseudo-sequence DRB1_1201. The binding affinity (normalized) is 0.371. (2) The peptide sequence is VAANRIQLLALIATN. The MHC is DRB1_0101 with pseudo-sequence DRB1_0101. The binding affinity (normalized) is 0.307. (3) The peptide sequence is YIHFFREPTDLKQFK. The binding affinity (normalized) is 0.482. The MHC is DRB1_0101 with pseudo-sequence DRB1_0101. (4) The peptide sequence is YDKFLAHVSTVLTGK. The MHC is DRB1_0802 with pseudo-sequence DRB1_0802. The binding affinity (normalized) is 0.837. (5) The peptide sequence is DWLNKYSYYPEDPVK. The binding affinity (normalized) is 0. The MHC is DRB3_0301 with pseudo-sequence DRB3_0301. (6) The peptide sequence is RTKYTATISGLKPGV. The MHC is DRB1_0404 with pseudo-sequence DRB1_0404. The binding affinity (normalized) is 0.252.